From a dataset of Catalyst prediction with 721,799 reactions and 888 catalyst types from USPTO. Predict which catalyst facilitates the given reaction. (1) Reactant: [CH:1]([C:3]1[CH:20]=[CH:19][C:6]2/[C:7](=[CH:16]/[C:17]#[N:18])/[C:8]3[CH:15]=[CH:14][CH:13]=[CH:12][C:9]=3[CH2:10][CH2:11][C:5]=2[CH:4]=1)=[O:2].[CH3:21][Mg]Cl.[Cl-].[NH4+]. Product: [OH:2][CH:1]([C:3]1[CH:20]=[CH:19][C:6]2/[C:7](=[CH:16]/[C:17]#[N:18])/[C:8]3[CH:15]=[CH:14][CH:13]=[CH:12][C:9]=3[CH2:10][CH2:11][C:5]=2[CH:4]=1)[CH3:21]. The catalyst class is: 1. (2) Reactant: [CH2:1]([O:3][C:4]1[CH:38]=[C:37]([F:39])[C:7]([CH2:8][N:9]2[C:17]3[C:12](=[CH:13][CH:14]=[CH:15][CH:16]=3)[C:11]([C:18]3[N:23]=[C:22]([NH:24][C:25]4[CH:30]=[CH:29][N:28]=[CH:27][CH:26]=4)[C:21]([O:31][CH2:32][CH2:33][S:34]([CH3:36])=[O:35])=[CH:20][N:19]=3)=[N:10]2)=[C:6]([F:40])[CH:5]=1)[CH3:2].OO.CC[O:45]C(/N=N/C(OCC)=O)=O. Product: [CH2:1]([O:3][C:4]1[CH:5]=[C:6]([F:40])[C:7]([CH2:8][N:9]2[C:17]3[C:12](=[CH:13][CH:14]=[CH:15][CH:16]=3)[C:11]([C:18]3[N:23]=[C:22]([NH:24][C:25]4[CH:26]=[CH:27][N:28]=[CH:29][CH:30]=4)[C:21]([O:31][CH2:32][CH2:33][S:34]([CH3:36])(=[O:45])=[O:35])=[CH:20][N:19]=3)=[N:10]2)=[C:37]([F:39])[CH:38]=1)[CH3:2]. The catalyst class is: 7. (3) Reactant: [H-].[Na+].[CH3:3][C@@:4]1([C:15]([O:17][CH3:18])=[O:16])[CH2:8][CH2:7][C@H:6]([C:9]([O:11][CH3:12])=[O:10])[C:5]1([CH3:14])[CH3:13]. Product: [CH3:3][C@@:4]1([C:15]([O:17][CH3:18])=[O:16])[CH2:8][CH2:7][C@@H:6]([C:9]([O:11][CH3:12])=[O:10])[C:5]1([CH3:13])[CH3:14]. The catalyst class is: 7. (4) Reactant: C(OC([N:11]1[CH2:15][CH2:14][CH2:13][CH:12]1[CH2:16][C:17]1[C:21]2[CH:22]=[CH:23][CH:24]=[CH:25][C:20]=2[O:19][C:18]=1[CH:26]=[CH:27][CH2:28][OH:29])=O)C1C=CC=CC=1. Product: [NH:11]1[CH2:15][CH2:14][CH2:13][CH:12]1[CH2:16][C:17]1[C:21]2[CH:22]=[CH:23][CH:24]=[CH:25][C:20]=2[O:19][C:18]=1[CH2:26][CH2:27][CH2:28][OH:29]. The catalyst class is: 5. (5) Reactant: Cl[C:2](=[O:8])[C:3]([O:5]CC)=O.[Cl:9][C:10]1[CH:11]=[CH:12][C:13]([CH3:21])=[C:14]([NH:16][C:17]([NH:19][CH3:20])=[S:18])[CH:15]=1. Product: [Cl:9][C:10]1[CH:11]=[CH:12][C:13]([CH3:21])=[C:14]([N:16]2[C:2](=[O:8])[C:3](=[O:5])[N:19]([CH3:20])[C:17]2=[S:18])[CH:15]=1. The catalyst class is: 22. (6) Product: [CH3:4][C:3]1[CH:2]=[C:18]2[N:17]([CH:6]=1)[CH:16]=[C:15]([C:14]#[N:21])[CH:20]=[CH:19]2. Reactant: Br[CH2:2][C:3](=O)[CH3:4].[C:6](#N)C.C(=O)([O-])O.[Na+].[C:14](#[N:21])[C:15]1[CH:20]=[CH:19][CH:18]=[N:17][CH:16]=1. The catalyst class is: 6. (7) Reactant: [CH3:1][O:2][C:3]1[CH:4]=[C:5]([N:12]2[CH2:17][CH2:16][C:15](=O)[CH2:14][CH2:13]2)[CH:6]=[CH:7][C:8]=1[N+:9]([O-:11])=[O:10].[CH3:19][NH:20][CH3:21].CC(O)=O.C(O[BH-](OC(=O)C)OC(=O)C)(=O)C.[Na+]. Product: [CH3:19][N:20]([CH3:21])[CH:15]1[CH2:16][CH2:17][N:12]([C:5]2[CH:6]=[CH:7][C:8]([N+:9]([O-:11])=[O:10])=[C:3]([O:2][CH3:1])[CH:4]=2)[CH2:13][CH2:14]1. The catalyst class is: 325. (8) Reactant: O=P(Cl)(Cl)[Cl:3].O[C:7]1[CH:12]=[C:11]([CH3:13])[NH:10][C:9](=[O:14])[C:8]=1[C:15]#[N:16].[NH4+].[OH-]. Product: [Cl:3][C:7]1[CH:12]=[C:11]([CH3:13])[NH:10][C:9](=[O:14])[C:8]=1[C:15]#[N:16]. The catalyst class is: 22. (9) Reactant: [C:1]([O:5][C:6]([N:8]1[CH2:13][CH2:12][N:11]([C:14]2[N:22]([C:23]3[CH:28]=[CH:27][CH:26]=[CH:25][C:24]=3[Cl:29])[C:21]3[C:20](=[O:30])[N:19]([CH3:31])[C:18](=[O:32])[N:17](COC(=O)C(C)(C)C)[C:16]=3[N:15]=2)[CH2:10][CH2:9]1)=[O:7])([CH3:4])([CH3:3])[CH3:2].[H-].[Na+].Cl. Product: [Cl:29][C:24]1[CH:25]=[CH:26][CH:27]=[CH:28][C:23]=1[N:22]1[C:21]2[C:20](=[O:30])[N:19]([CH3:31])[C:18](=[O:32])[NH:17][C:16]=2[N:15]=[C:14]1[N:11]1[CH2:10][CH2:9][N:8]([C:6]([O:5][C:1]([CH3:4])([CH3:3])[CH3:2])=[O:7])[CH2:13][CH2:12]1. The catalyst class is: 111. (10) Reactant: [O:1]([C:8]1[CH:28]=[CH:27][C:11]([O:12][C:13]2[C:14]3[N:21]([CH2:22][CH:23]4[CH2:26][CH2:25][NH:24]4)[CH:20]=[CH:19][C:15]=3[N:16]=[CH:17][N:18]=2)=[CH:10][CH:9]=1)[C:2]1[CH:7]=[CH:6][CH:5]=[CH:4][CH:3]=1.C(=O)(O)[O-].[Na+].[C:34](Br)#[N:35]. Product: [O:1]([C:8]1[CH:28]=[CH:27][C:11]([O:12][C:13]2[C:14]3[N:21]([CH2:22][CH:23]4[CH2:26][CH2:25][N:24]4[C:34]#[N:35])[CH:20]=[CH:19][C:15]=3[N:16]=[CH:17][N:18]=2)=[CH:10][CH:9]=1)[C:2]1[CH:7]=[CH:6][CH:5]=[CH:4][CH:3]=1. The catalyst class is: 46.